This data is from Reaction yield outcomes from USPTO patents with 853,638 reactions. The task is: Predict the reaction yield, written as a fraction of the theoretical maximum amount of product (1.0 means a 100% yield; for example, 0.34 means a 34% yield). (1) The reactants are [C:1]([NH:14][O:15][C:16]([C:18]1[CH:43]=[CH:42][C:21]([CH2:22][N:23]([CH2:31][C:32]2[CH:37]=[CH:36][C:35]([C:38]([F:41])([F:40])[F:39])=[CH:34][CH:33]=2)[C:24](=[O:30])[O:25][C:26]([CH3:29])([CH3:28])[CH3:27])=[CH:20][CH:19]=1)=O)(=[NH:13])[CH2:2][CH2:3][CH2:4][CH2:5][CH2:6][CH2:7][CH2:8][CH2:9][CH2:10][CH2:11][CH3:12]. The catalyst is N1C=CC=CC=1. The product is [F:40][C:38]([F:41])([F:39])[C:35]1[CH:34]=[CH:33][C:32]([CH2:31][N:23]([CH2:22][C:21]2[CH:20]=[CH:19][C:18]([C:16]3[O:15][N:14]=[C:1]([CH2:2][CH2:3][CH2:4][CH2:5][CH2:6][CH2:7][CH2:8][CH2:9][CH2:10][CH2:11][CH3:12])[N:13]=3)=[CH:43][CH:42]=2)[C:24](=[O:30])[O:25][C:26]([CH3:29])([CH3:28])[CH3:27])=[CH:37][CH:36]=1. The yield is 0.710. (2) The reactants are C(Cl)(=O)C(Cl)=O.[S:7]1[CH2:12][CH2:11][CH:10]([C:13]([OH:15])=O)[CH2:9][CH2:8]1.Cl.[Br:17][C:18]1[CH:19]=[C:20]([NH:24][NH2:25])[CH:21]=[CH:22][CH:23]=1.C(N(CC)CC)C. The yield is 0.600. The catalyst is ClCCl.CN(C=O)C. The product is [Br:17][C:18]1[CH:19]=[C:20]([NH:24][NH:25][C:13]([CH:10]2[CH2:9][CH2:8][S:7][CH2:12][CH2:11]2)=[O:15])[CH:21]=[CH:22][CH:23]=1. (3) The yield is 0.560. The reactants are [CH3:1][O:2][C:3]1[C:8]([NH2:9])=[CH:7][CH:6]=[CH:5][N:4]=1.C(N(CC)C(C)C)(C)C.[Cl:19][C:20]1[N:25]=[C:24](Cl)[C:23]([Cl:27])=[CH:22][N:21]=1. The catalyst is C(O)(C)C. The product is [Cl:19][C:20]1[N:25]=[C:24]([NH:9][C:8]2[C:3]([O:2][CH3:1])=[N:4][CH:5]=[CH:6][CH:7]=2)[C:23]([Cl:27])=[CH:22][N:21]=1. (4) The reactants are Br[CH2:2][C:3]1[CH:8]=[CH:7][N:6]=[C:5]([F:9])[CH:4]=1.[C:10]([O-:18])(=[O:17])[C:11]1[CH:16]=[CH:15][CH:14]=[CH:13][CH:12]=1.[Na+].CCOCC. The catalyst is CN(C=O)C. The product is [F:9][C:5]1[CH:4]=[C:3]([CH2:2][O:18][C:10](=[O:17])[C:11]2[CH:16]=[CH:15][CH:14]=[CH:13][CH:12]=2)[CH:8]=[CH:7][N:6]=1. The yield is 0.790. (5) The reactants are [CH3:1][S:2]([C:5]1[CH:6]=[CH:7][C:8]([O:11][CH2:12][CH2:13][C@H:14]2[CH2:16][C@@H:15]2[CH:17]2[CH2:22][CH2:21][N:20](C(OCC3C=CC=CC=3)=O)[CH2:19][CH2:18]2)=[N:9][CH:10]=1)(=[O:4])=[O:3].[H][H]. The catalyst is [Pd].CO. The product is [CH3:1][S:2]([C:5]1[CH:6]=[CH:7][C:8]([O:11][CH2:12][CH2:13][C@H:14]2[CH2:16][C@@H:15]2[CH:17]2[CH2:22][CH2:21][NH:20][CH2:19][CH2:18]2)=[N:9][CH:10]=1)(=[O:3])=[O:4]. The yield is 0.860. (6) The reactants are [NH2:1][C@@H:2]([C@H:6]([OH:11])[C:7]([CH3:10])([CH3:9])[CH3:8])[C:3]([OH:5])=[O:4].[C:12]([O-:15])(O)=[O:13].[Na+].[C:17]1([CH2:23][CH2:24][CH2:25][CH2:26][CH2:27]C2C(=O)N(C([O-])=O)C=CC=2)[CH:22]=[CH:21][CH:20]=[CH:19][CH:18]=1. The catalyst is O.C1COCC1. The product is [OH:11][C@@H:6]([C:7]([CH3:8])([CH3:10])[CH3:9])[C@@H:2]([NH:1][C:12]([O:15][CH2:27][CH2:26][CH2:25][CH2:24][CH2:23][C:17]1[CH:22]=[CH:21][CH:20]=[CH:19][CH:18]=1)=[O:13])[C:3]([OH:5])=[O:4]. The yield is 0.440. (7) The reactants are [Cl:1][C:2]1[C:7]([O:8][CH3:9])=[CH:6][C:5]([O:10][CH3:11])=[CH:4][C:3]=1[C:12]1[C:23](=[O:24])[N:22]([CH2:25][CH2:26][N:27]2[CH2:32][CH2:31][CH:30]([NH:33]C(=O)OC(C)(C)C)[CH2:29][CH2:28]2)[C:15]2[N:16]=[C:17]([NH:20][CH3:21])[N:18]=[CH:19][C:14]=2[CH:13]=1.Cl. The catalyst is O1CCOCC1.C(Cl)Cl. The product is [NH2:33][CH:30]1[CH2:29][CH2:28][N:27]([CH2:26][CH2:25][N:22]2[C:15]3[N:16]=[C:17]([NH:20][CH3:21])[N:18]=[CH:19][C:14]=3[CH:13]=[C:12]([C:3]3[CH:4]=[C:5]([O:10][CH3:11])[CH:6]=[C:7]([O:8][CH3:9])[C:2]=3[Cl:1])[C:23]2=[O:24])[CH2:32][CH2:31]1. The yield is 0.300.